From a dataset of Forward reaction prediction with 1.9M reactions from USPTO patents (1976-2016). Predict the product of the given reaction. (1) Given the reactants [OH:1][C@H:2]1[CH2:6][N:5]([C:7](=[O:34])[C@@H:8]([NH:13][C:14]([CH2:16][O:17][CH2:18][CH2:19][CH2:20][CH2:21][CH2:22][O:23][C:24]2[CH:33]=[CH:32][C:27]([C:28]([O:30]C)=[O:29])=[CH:26][CH:25]=2)=[O:15])[C:9]([CH3:12])([CH3:11])[CH3:10])[C@H:4]([C:35](=[O:49])[NH:36][CH2:37][C:38]2[CH:43]=[CH:42][C:41]([C:44]3[S:48][CH:47]=[N:46][CH:45]=3)=[CH:40][CH:39]=2)[CH2:3]1.O1CCCC1.O.O.[OH-].[Li+], predict the reaction product. The product is: [OH:1][C@H:2]1[CH2:6][N:5]([C:7](=[O:34])[C@@H:8]([NH:13][C:14]([CH2:16][O:17][CH2:18][CH2:19][CH2:20][CH2:21][CH2:22][O:23][C:24]2[CH:33]=[CH:32][C:27]([C:28]([OH:30])=[O:29])=[CH:26][CH:25]=2)=[O:15])[C:9]([CH3:12])([CH3:11])[CH3:10])[C@H:4]([C:35](=[O:49])[NH:36][CH2:37][C:38]2[CH:43]=[CH:42][C:41]([C:44]3[S:48][CH:47]=[N:46][CH:45]=3)=[CH:40][CH:39]=2)[CH2:3]1. (2) Given the reactants Cl[C:2]1[N:7]=[C:6](Cl)[C:5]([Cl:9])=[CH:4][N:3]=1.Cl[C:11]1[N:16]=[C:15](Cl)[CH:14]=[CH:13]N=1.ClC1N=C([C:25]2[CH:34]=[CH:33][C:28]([C:29]([O:31]C)=O)=[CH:27][C:26]=2[C:35]([O:37]C(C)(C)C)=O)C=CN=1.[CH2:42]([NH:45][CH2:46][CH2:47][CH3:48])[CH2:43][CH3:44].C(NCCCC)CCC.[C:58]([O:62]C(C1C=C(C=CC=1C1C=CN=C(N(CCCC)CCCC)N=1)C(O)=O)=O)(C)(C)C.Cl[C:90]1[CH:99]=[CH:98][C:97]([Cl:100])=[C:96]2[C:91]=1[CH:92]=[CH:93][C:94]([S:101]([NH2:104])(=[O:103])=[O:102])=[CH:95]2.[CH:105]1C2[C:109](=CC=CC=2)[CH:108]=[CH:107][C:106]=1S(N)(=O)=O, predict the reaction product. The product is: [Cl:9][C:5]1[C:6]([C:33]2[CH:34]=[CH:25][C:26]([C:35]([NH:104][S:101]([C:94]3[CH:93]=[CH:92][C:91]4[C:96](=[C:97]([Cl:100])[CH:98]=[CH:99][CH:90]=4)[CH:95]=3)(=[O:103])=[O:102])=[O:37])=[CH:27][C:28]=2[C:29]([N:16]2[C@H:15]([CH2:58][OH:62])[CH2:14][C:13]3[C:105](=[CH:106][CH:107]=[CH:108][CH:109]=3)[CH2:11]2)=[O:31])=[N:7][C:2]([N:45]([CH2:46][CH2:47][CH3:48])[CH2:42][CH2:43][CH3:44])=[N:3][CH:4]=1. (3) Given the reactants [Si:1]([N:8]1[C:23](=[O:24])[CH:22]2[C:10](C)([CH:11](O)[CH2:12][C:13]3[NH:14][C:15]4[CH:16]=[CH:17][CH:18]=[CH:19][C:20]=4[C:21]=32)[C:9]1=[O:27])([C:4]([CH3:7])([CH3:6])[CH3:5])([CH3:3])[CH3:2].[O:28]1[CH:33]=CCCC1.[C:34]1(C)C=[CH:38][C:37](S([O-])(=O)=O)=[CH:36][CH:35]=1.[NH+]1[CH:38]=[CH:37][CH:36]=[CH:35][CH:34]=1.[OH2:51], predict the reaction product. The product is: [Si:1]([N:8]1[C:23](=[O:24])[CH:22]2[CH:10]([CH:11]([CH2:33][O:28][CH:34]3[CH2:35][CH2:36][CH2:37][CH2:38][O:51]3)[CH2:12][C:13]3[NH:14][C:15]4[CH:16]=[CH:17][CH:18]=[CH:19][C:20]=4[C:21]=32)[C:9]1=[O:27])([C:4]([CH3:6])([CH3:7])[CH3:5])([CH3:2])[CH3:3]. (4) Given the reactants [NH2:1][C@@H:2]1[CH2:6][CH2:5][CH2:4][C@H:3]1[OH:7].[C:8]1([C:14](Cl)([C:21]2[CH:26]=[CH:25][CH:24]=[CH:23][CH:22]=2)[C:15]2[CH:20]=[CH:19][CH:18]=[CH:17][CH:16]=2)[CH:13]=[CH:12][CH:11]=[CH:10][CH:9]=1.C(N(CC)CC)C, predict the reaction product. The product is: [C:14]([NH:1][C@@H:2]1[CH2:6][CH2:5][CH2:4][C@H:3]1[OH:7])([C:8]1[CH:13]=[CH:12][CH:11]=[CH:10][CH:9]=1)([C:21]1[CH:22]=[CH:23][CH:24]=[CH:25][CH:26]=1)[C:15]1[CH:16]=[CH:17][CH:18]=[CH:19][CH:20]=1. (5) Given the reactants [C:1]([NH:4][CH2:5][CH2:6][CH2:7][S:8]([O:11][CH2:12][C:13]([CH3:26])([CH3:25])[CH:14]([O:17][CH2:18][C:19]1[CH:24]=[CH:23][CH:22]=[CH:21][CH:20]=1)[CH:15]=[O:16])(=[O:10])=[O:9])(=[O:3])[CH3:2].CC(C)=[O:29], predict the reaction product. The product is: [C:1]([NH:4][CH2:5][CH2:6][CH2:7][S:8]([O:11][CH2:12][C:13]([CH3:26])([CH3:25])[CH:14]([O:17][CH2:18][C:19]1[CH:24]=[CH:23][CH:22]=[CH:21][CH:20]=1)[C:15]([OH:29])=[O:16])(=[O:9])=[O:10])(=[O:3])[CH3:2].